This data is from Full USPTO retrosynthesis dataset with 1.9M reactions from patents (1976-2016). The task is: Predict the reactants needed to synthesize the given product. Given the product [CH:15]([O:14][C:13]1[C:8]([N:1]2[CH2:6][CH2:5][NH:4][CH2:3][CH2:2]2)=[C:9]2[CH:20]=[CH:19][NH:18][C:10]2=[N:11][CH:12]=1)([CH3:17])[CH3:16], predict the reactants needed to synthesize it. The reactants are: [NH:1]1[CH2:6][CH2:5][NH:4][CH2:3][CH2:2]1.F[C:8]1[C:13]([O:14][CH:15]([CH3:17])[CH3:16])=[CH:12][N:11]=[C:10]2[NH:18][CH:19]=[CH:20][C:9]=12.